This data is from Full USPTO retrosynthesis dataset with 1.9M reactions from patents (1976-2016). The task is: Predict the reactants needed to synthesize the given product. (1) Given the product [CH3:19][N:10]([C:6]1[CH:5]=[C:4]([B:25]([OH:28])[OH:26])[CH:9]=[CH:8][CH:7]=1)[C:11]([NH:13][CH2:14][CH2:15][CH2:16][CH2:17][CH3:18])=[O:12], predict the reactants needed to synthesize it. The reactants are: C[Li].Br[C:4]1[CH:5]=[C:6]([N:10]([CH3:19])[C:11]([NH:13][CH2:14][CH2:15][CH2:16][CH2:17][CH3:18])=[O:12])[CH:7]=[CH:8][CH:9]=1.C([Li])(C)(C)C.[B:25](OC)([O:28]C)[O:26]C.Cl. (2) Given the product [C:13]([O:17][C:18]([N:20]1[CH2:21][CH2:22][CH:23]([N:26]2[C:30]3=[N:31][CH:32]=[N:33][C:34]([O:12][C:3]4[CH:4]=[CH:5][C:6]([S:8]([CH3:11])(=[O:9])=[O:10])=[CH:7][C:2]=4[F:1])=[C:29]3[CH:28]=[N:27]2)[CH2:24][CH2:25]1)=[O:19])([CH3:16])([CH3:14])[CH3:15], predict the reactants needed to synthesize it. The reactants are: [F:1][C:2]1[CH:7]=[C:6]([S:8]([CH3:11])(=[O:10])=[O:9])[CH:5]=[CH:4][C:3]=1[OH:12].[C:13]([O:17][C:18]([N:20]1[CH2:25][CH2:24][CH:23]([N:26]2[C:30]3=[N:31][CH:32]=[N:33][C:34](Cl)=[C:29]3[CH:28]=[N:27]2)[CH2:22][CH2:21]1)=[O:19])([CH3:16])([CH3:15])[CH3:14].C(=O)([O-])[O-].[K+].[K+].C(=O)([O-])[O-].[Na+].[Na+]. (3) Given the product [N+:20]([C:23]1[CH:29]=[CH:28][CH:27]=[CH:26][C:24]=1[NH:25][C:4]1[CH:5]=[CH:6][C:7]2[C:13](=[O:14])[C:12]3[CH:15]=[CH:16][CH:17]=[CH:18][C:11]=3[CH2:10][O:9][C:8]=2[CH:19]=1)([O-:22])=[O:21], predict the reactants needed to synthesize it. The reactants are: [H-].[Na+].F[C:4]1[CH:5]=[CH:6][C:7]2[C:13](=[O:14])[C:12]3[CH:15]=[CH:16][CH:17]=[CH:18][C:11]=3[CH2:10][O:9][C:8]=2[CH:19]=1.[N+:20]([C:23]1[CH:29]=[CH:28][CH:27]=[CH:26][C:24]=1[NH2:25])([O-:22])=[O:21]. (4) Given the product [CH2:20]([NH:9][CH2:8][CH2:7][C:1]1[CH:6]=[CH:5][CH:4]=[CH:3][CH:2]=1)[CH2:19][CH:18]=[CH2:17], predict the reactants needed to synthesize it. The reactants are: [C:1]1([CH2:7][CH2:8][NH2:9])[CH:6]=[CH:5][CH:4]=[CH:3][CH:2]=1.C([O-])([O-])=O.[K+].[K+].Br[CH2:17][CH2:18][CH:19]=[CH2:20]. (5) Given the product [CH3:1][N:2]1[CH2:25][CH2:24][C:5]2[N:6](/[CH:14]=[C:15](/[C:18]3[CH:23]=[N:22][CH:21]=[CH:20][N:19]=3)\[CH3:16])[C:7]3[CH:8]=[CH:9][C:10]([CH3:13])=[CH:11][C:12]=3[C:4]=2[CH2:3]1, predict the reactants needed to synthesize it. The reactants are: [CH3:1][N:2]1[CH2:25][CH2:24][C:5]2[N:6]([CH2:14][C:15]([C:18]3[CH:23]=[N:22][CH:21]=[CH:20][N:19]=3)(O)[CH3:16])[C:7]3[CH:8]=[CH:9][C:10]([CH3:13])=[CH:11][C:12]=3[C:4]=2[CH2:3]1.S(Cl)(Cl)=O.[OH-].[K+].